This data is from Forward reaction prediction with 1.9M reactions from USPTO patents (1976-2016). The task is: Predict the product of the given reaction. (1) Given the reactants [C:1]1([C:7]2[CH:11]=[C:10]([OH:12])[NH:9][N:8]=2)[CH:6]=[CH:5][CH:4]=[CH:3][CH:2]=1.Br[CH2:14][CH2:15][CH2:16]Cl.C(=O)([O-])[O-].[K+].[K+], predict the reaction product. The product is: [C:1]1([C:7]2[CH:11]=[C:10]3[O:12][CH2:14][CH2:15][CH2:16][N:9]3[N:8]=2)[CH:2]=[CH:3][CH:4]=[CH:5][CH:6]=1. (2) Given the reactants [OH:1][CH2:2][CH2:3][CH2:4][CH2:5][C:6]1[CH:17]=[CH:16][C:9]([O:10][CH2:11][C@@H:12]([OH:15])[CH2:13][OH:14])=[CH:8][CH:7]=1.CO[C:20](OC)([CH3:22])[CH3:21].CC1C=CC(S([O-])(=O)=O)=CC=1.C1C=C[NH+]=CC=1, predict the reaction product. The product is: [CH3:21][C:20]1([CH3:22])[O:15][C@H:12]([CH2:11][O:10][C:9]2[CH:16]=[CH:17][C:6]([CH2:5][CH2:4][CH2:3][CH2:2][OH:1])=[CH:7][CH:8]=2)[CH2:13][O:14]1. (3) Given the reactants [Cl:1][C:2]1[C:3]([O:17][CH3:18])=[CH:4][CH:5]=[C:6]2[C:11]=1[N:10]=[C:9]([C:12]([O:14]C)=[O:13])[CH:8]=[C:7]2[OH:16].CO.C1COCC1.[Li+].[OH-], predict the reaction product. The product is: [Cl:1][C:2]1[C:3]([O:17][CH3:18])=[CH:4][CH:5]=[C:6]2[C:11]=1[N:10]=[C:9]([C:12]([OH:14])=[O:13])[CH:8]=[C:7]2[OH:16]. (4) Given the reactants N1N2C=CC=NC2=CC=1.[NH:10]1[CH:14]=[CH:13][C:12]([NH2:15])=[N:11]1.O=[C:17]([CH2:23][C:24](OCC)=[O:25])[C:18]([O:20][CH2:21][CH3:22])=[O:19], predict the reaction product. The product is: [OH:25][C:24]1[N:11]2[N:10]=[CH:14][CH:13]=[C:12]2[N:15]=[C:17]([C:18]([O:20][CH2:21][CH3:22])=[O:19])[CH:23]=1. (5) Given the reactants C([O:5][C:6]([CH:8]1[CH:12]([C:13]2[CH:18]=[CH:17][CH:16]=[C:15]([Cl:19])[CH:14]=2)[C:11]([C:22]2[S:23][CH:24]=[C:25]([Br:27])[CH:26]=2)([C:20]#[N:21])[CH:10]([CH2:28][C:29]([CH3:32])([CH3:31])[CH3:30])[NH:9]1)=[O:7])(C)(C)C.[F:33][C:34]([F:39])([F:38])[C:35]([OH:37])=[O:36], predict the reaction product. The product is: [F:33][C:34]([F:39])([F:38])[C:35]([OH:37])=[O:36].[Br:27][C:25]1[CH:26]=[C:22]([C:11]2([C:20]#[N:21])[CH:10]([CH2:28][C:29]([CH3:32])([CH3:31])[CH3:30])[NH:9][CH:8]([C:6]([OH:7])=[O:5])[CH:12]2[C:13]2[CH:18]=[CH:17][CH:16]=[C:15]([Cl:19])[CH:14]=2)[S:23][CH:24]=1. (6) Given the reactants [Br:1][C:2]1[CH:7]=[CH:6][C:5]([C:8]2(O)[CH2:13][CH2:12][NH:11][CH2:10][CH2:9]2)=[CH:4][CH:3]=1.[Cl-:15].[Al+3].[Cl-].[Cl-], predict the reaction product. The product is: [ClH:15].[Br:1][C:2]1[CH:7]=[CH:6][C:5]([C:8]2([C:2]3[CH:7]=[CH:6][C:5]([Cl:15])=[CH:4][CH:3]=3)[CH2:13][CH2:12][NH:11][CH2:10][CH2:9]2)=[CH:4][CH:3]=1. (7) Given the reactants [C:1]1(=[O:12])[C:9]2[C:4](=[CH:5][CH:6]=[CH:7][CH:8]=2)[CH2:3][C:2]1=[N:10]O.[OH-].[Na+].C1(C)C=CC(S(Cl)(=O)=[O:22])=CC=1, predict the reaction product. The product is: [C:2]([CH2:3][C:4]1[CH:5]=[CH:6][CH:7]=[CH:8][C:9]=1[C:1]([OH:12])=[O:22])#[N:10]. (8) The product is: [N:14]1([C:12]2[C:11]([C:18]([F:20])([F:21])[F:19])=[CH:10][C:9]3[NH:22][C:23](=[O:46])[CH2:24][C:25]([C:26]4[CH:31]=[CH:30][CH:29]=[C:28]([N:32]5[C:36]([CH2:37][OH:38])=[CH:35][N:34]=[N:33]5)[CH:27]=4)=[N:7][C:8]=3[CH:13]=2)[CH2:15][CH2:16][CH2:17]1. Given the reactants C(OC(=O)[NH:7][C:8]1[CH:13]=[C:12]([N:14]2[CH2:17][CH2:16][CH2:15]2)[C:11]([C:18]([F:21])([F:20])[F:19])=[CH:10][C:9]=1[NH:22][C:23](=[O:46])[CH2:24][C:25](=O)[C:26]1[CH:31]=[CH:30][CH:29]=[C:28]([N:32]2[C:36]([CH2:37][O:38]C3CCCCO3)=[CH:35][N:34]=[N:33]2)[CH:27]=1)(C)(C)C.C(O)(C(F)(F)F)=O, predict the reaction product. (9) The product is: [CH:1]1([NH:5][S:6]([C:9]2[CH:10]=[C:11]3[C:16](=[CH:17][CH:18]=2)[NH:15][CH:14]([C:19]2[CH:20]=[C:21]([N:37]4[CH2:42][CH2:41][O:40][CH2:39][CH2:38]4)[CH:22]=[C:23]([F:25])[CH:24]=2)[CH2:13][C:12]3([CH3:28])[CH3:27])(=[O:8])=[O:7])[CH2:4][CH2:3][CH2:2]1. Given the reactants [CH:1]1([NH:5][S:6]([C:9]2[CH:10]=[C:11]3[C:16](=[CH:17][CH:18]=2)[NH:15][CH:14]([C:19]2[CH:24]=[C:23]([F:25])[CH:22]=[C:21](Br)[CH:20]=2)[CH2:13][C:12]3([CH3:28])[CH3:27])(=[O:8])=[O:7])[CH2:4][CH2:3][CH2:2]1.Cl.CN(C)CC(O)=O.[NH:37]1[CH2:42][CH2:41][O:40][CH2:39][CH2:38]1.C(=O)([O-])[O-].[K+].[K+], predict the reaction product.